This data is from Forward reaction prediction with 1.9M reactions from USPTO patents (1976-2016). The task is: Predict the product of the given reaction. (1) Given the reactants [Cl:1][C:2]1[CH:3]=[C:4]([N:9]2[C:14](=[O:15])[CH:13]=[C:12]([OH:16])[C:11]([C:17]([O:19][CH3:20])=[O:18])=[N:10]2)[CH:5]=[CH:6][C:7]=1[Cl:8].C([O-])([O-])=O.[K+].[K+].CS(O[CH:32]1[CH2:37][CH2:36][N:35]([C:38]([O:40][C:41]([CH3:44])([CH3:43])[CH3:42])=[O:39])[CH2:34][CH2:33]1)(=O)=O.CCOC(C)=O, predict the reaction product. The product is: [C:41]([O:40][C:38]([N:35]1[CH2:36][CH2:37][CH:32]([O:16][C:12]2[C:11]([C:17]([O:19][CH3:20])=[O:18])=[N:10][N:9]([C:4]3[CH:5]=[CH:6][C:7]([Cl:8])=[C:2]([Cl:1])[CH:3]=3)[C:14](=[O:15])[CH:13]=2)[CH2:33][CH2:34]1)=[O:39])([CH3:44])([CH3:42])[CH3:43]. (2) Given the reactants [NH2:1][C:2]1[C:7]([C:8]#[C:9][C:10]2[CH:19]=[CH:18][C:13]([C:14]([O:16][CH3:17])=[O:15])=[CH:12][N:11]=2)=[C:6](Cl)[N:5]=[CH:4][N:3]=1.[NH2:21][C@H:22]([C:24]1[N:33]([C:34]2[CH:39]=[CH:38][CH:37]=[CH:36][CH:35]=2)[C:32](=[O:40])[C:31]2[C:26](=[CH:27][CH:28]=[CH:29][C:30]=2[Cl:41])[N:25]=1)[CH3:23].[F-].[K+].CCN(C(C)C)C(C)C, predict the reaction product. The product is: [NH2:1][C:2]1[C:7]([C:8]#[C:9][C:10]2[CH:19]=[CH:18][C:13]([C:14]([O:16][CH3:17])=[O:15])=[CH:12][N:11]=2)=[C:6]([NH:21][C@H:22]([C:24]2[N:33]([C:34]3[CH:35]=[CH:36][CH:37]=[CH:38][CH:39]=3)[C:32](=[O:40])[C:31]3[C:26](=[CH:27][CH:28]=[CH:29][C:30]=3[Cl:41])[N:25]=2)[CH3:23])[N:5]=[CH:4][N:3]=1. (3) Given the reactants [C:1]([CH2:4][CH2:5][CH2:6][N:7]([CH3:61])[C@H:8]([C:12]([NH:14][C@H:15]([C:19]([N:21]([C@@H:23]([C@@H:57]([CH3:60])[CH2:58][CH3:59])[C@H:24]([O:55][CH3:56])[CH2:25][C:26]([N:28]1[CH2:32][CH2:31][CH2:30][C@H:29]1[C@H:33]([O:53][CH3:54])[C@@H:34]([CH3:52])[C:35]([NH:37][C@@H:38]([CH2:42][C:43]1[C:51]2[C:46](=[CH:47][CH:48]=[CH:49][CH:50]=2)[NH:45][CH:44]=1)[C:39]([NH2:41])=[O:40])=[O:36])=[O:27])[CH3:22])=[O:20])[CH:16]([CH3:18])[CH3:17])=[O:13])[CH:9]([CH3:11])[CH3:10])(O)=[O:2].F[P-](F)(F)(F)(F)F.[N:69]1(OC(N(C)C)=[N+](C)C)[C:73]2N=[CH:75][CH:76]=[CH:77][C:72]=2N=[N:70]1.C([N:89]([CH2:93]C)C(C)C)(C)C.[F:95][C:96]([F:101])([F:100])[C:97]([OH:99])=[O:98], predict the reaction product. The product is: [F:95][C:96]([F:101])([F:100])[C:97]([OH:99])=[O:98].[NH2:89][CH2:93][CH2:75][CH2:76][CH2:77][CH2:72][C:73]([NH:69][NH:70][C:1](=[O:2])[CH2:4][CH2:5][CH2:6][N:7]([CH3:61])[C@H:8]([C:12]([NH:14][C@H:15]([C:19]([N:21]([C@@H:23]([C@@H:57]([CH3:60])[CH2:58][CH3:59])[C@H:24]([O:55][CH3:56])[CH2:25][C:26]([N:28]1[CH2:32][CH2:31][CH2:30][C@H:29]1[C@H:33]([O:53][CH3:54])[C@@H:34]([CH3:52])[C:35]([NH:37][C@@H:38]([CH2:42][C:43]1[C:51]2[C:46](=[CH:47][CH:48]=[CH:49][CH:50]=2)[NH:45][CH:44]=1)[C:39]([NH2:41])=[O:40])=[O:36])=[O:27])[CH3:22])=[O:20])[CH:16]([CH3:18])[CH3:17])=[O:13])[CH:9]([CH3:11])[CH3:10])=[O:98]. (4) Given the reactants [NH:1](C(OC(C)(C)C)=O)[CH2:2][C:3]([NH:5][CH2:6][C:7]([NH:9][C@H:10]([C:18]([NH:20][CH2:21][C:22]([OH:24])=[O:23])=[O:19])[CH2:11][C:12]1[CH:17]=[CH:16][CH:15]=[CH:14][CH:13]=1)=[O:8])=[O:4].[F:32][C:33]([F:38])([F:37])[C:34]([OH:36])=[O:35], predict the reaction product. The product is: [F:32][C:33]([F:38])([F:37])[C:34]([OH:36])=[O:35].[NH2:1][CH2:2][C:3]([NH:5][CH2:6][C:7]([NH:9][C@H:10]([C:18]([NH:20][CH2:21][C:22]([OH:24])=[O:23])=[O:19])[CH2:11][C:12]1[CH:13]=[CH:14][CH:15]=[CH:16][CH:17]=1)=[O:8])=[O:4]. (5) Given the reactants C([O:5][C:6](=[O:51])[C:7]1[CH:12]=[CH:11][CH:10]=[C:9]([CH2:13][CH:14]([NH:28][C:29](=[O:48])[CH2:30][CH2:31][CH:32]2[CH2:37][CH2:36][N:35]([CH2:38][CH2:39][NH:40]C(OC(C)(C)C)=O)[CH2:34][CH2:33]2)[B:15]2[O:23]C3C(C)(C4CC(C3)C4(C)C)[O:16]2)[C:8]=1OC)(C)(C)C.B(Cl)(Cl)Cl, predict the reaction product. The product is: [NH2:40][CH2:39][CH2:38][N:35]1[CH2:36][CH2:37][CH:32]([CH2:31][CH2:30][C:29]([NH:28][CH:14]2[CH2:13][C:9]3[CH:10]=[CH:11][CH:12]=[C:7]([C:6]([OH:5])=[O:51])[C:8]=3[O:16][B:15]2[OH:23])=[O:48])[CH2:33][CH2:34]1. (6) Given the reactants [NH2:1][C:2]1[CH:7]=[CH:6][CH:5]=[CH:4][N:3]=1.[C:8]([C:12]1[CH:21]=[CH:20][C:15]([C:16](=O)[CH2:17]Cl)=[CH:14][CH:13]=1)([CH3:11])([CH3:10])[CH3:9].C(=O)(O)[O-].[Na+], predict the reaction product. The product is: [C:8]([C:12]1[CH:13]=[CH:14][C:15]([C:16]2[N:1]=[C:2]3[CH:7]=[CH:6][CH:5]=[CH:4][N:3]3[CH:17]=2)=[CH:20][CH:21]=1)([CH3:11])([CH3:10])[CH3:9]. (7) Given the reactants [Cl:1][CH2:2][C:3](NC1C=C(N2C=CC=N2)N=C(C2OC=CC=2)N=1)=[O:4].[CH3:22][C:23]1[CH:27]=[C:26]([CH3:28])[N:25]([C:29]2[N:34]=[C:33]([C:35]3[O:36][CH:37]=[CH:38][CH:39]=3)[N:32]=[C:31]([NH2:40])[CH:30]=2)[N:24]=1, predict the reaction product. The product is: [Cl:1][CH2:2][C:3]([NH:40][C:31]1[CH:30]=[C:29]([N:25]2[C:26]([CH3:28])=[CH:27][C:23]([CH3:22])=[N:24]2)[N:34]=[C:33]([C:35]2[O:36][CH:37]=[CH:38][CH:39]=2)[N:32]=1)=[O:4].